From a dataset of Forward reaction prediction with 1.9M reactions from USPTO patents (1976-2016). Predict the product of the given reaction. (1) Given the reactants [NH2:1][C:2]1[N:9]=[CH:8][CH:7]=[C:6]([Cl:10])[C:3]=1[CH:4]=O.[C:11]([C:14]1[C:19]([C:20]([F:23])([F:22])[F:21])=[CH:18][CH:17]=[CH:16][N:15]=1)(=O)[CH3:12].CC([O-])(C)C.[K+], predict the reaction product. The product is: [Cl:10][C:6]1[CH:7]=[CH:8][N:9]=[C:2]2[C:3]=1[CH:4]=[CH:12][C:11]([C:14]1[C:19]([C:20]([F:23])([F:21])[F:22])=[CH:18][CH:17]=[CH:16][N:15]=1)=[N:1]2. (2) Given the reactants N(C(OCC)=O)=NC(OCC)=O.[OH:13][C@H:14]1[CH2:19][CH2:18][C@H:17]([N:20]2[CH2:24][CH2:23][C@@:22]3([CH2:29][CH2:28][CH2:27][N:26]([C:30]([O:32][CH2:33][C:34]4[CH:39]=[CH:38][CH:37]=[CH:36][CH:35]=4)=[O:31])[CH2:25]3)[C:21]2=[O:40])[CH2:16][CH2:15]1.C1(P(C2C=CC=CC=2)C2C=CC=CC=2)C=CC=CC=1.O1CCCC1.[C:65](O)(=[O:72])[C:66]1[CH:71]=[CH:70][CH:69]=[CH:68][CH:67]=1, predict the reaction product. The product is: [C:65]([O:13][C@@H:14]1[CH2:15][CH2:16][C@H:17]([N:20]2[CH2:24][CH2:23][C@@:22]3([CH2:29][CH2:28][CH2:27][N:26]([C:30]([O:32][CH2:33][C:34]4[CH:35]=[CH:36][CH:37]=[CH:38][CH:39]=4)=[O:31])[CH2:25]3)[C:21]2=[O:40])[CH2:18][CH2:19]1)(=[O:72])[C:66]1[CH:71]=[CH:70][CH:69]=[CH:68][CH:67]=1.